From a dataset of Full USPTO retrosynthesis dataset with 1.9M reactions from patents (1976-2016). Predict the reactants needed to synthesize the given product. (1) Given the product [Cl:1][C:2]1[CH:3]=[C:4]([S:8]([NH:11][C:12]2[CH:20]=[CH:19][C:15]([C:16]([O:18][CH2:30][CH2:29][O:22][C:23]3[CH:28]=[CH:27][CH:26]=[CH:25][CH:24]=3)=[O:17])=[C:14]([OH:21])[CH:13]=2)(=[O:9])=[O:10])[S:5][C:6]=1[Cl:7], predict the reactants needed to synthesize it. The reactants are: [Cl:1][C:2]1[CH:3]=[C:4]([S:8]([NH:11][C:12]2[CH:20]=[CH:19][C:15]([C:16]([OH:18])=[O:17])=[C:14]([OH:21])[CH:13]=2)(=[O:10])=[O:9])[S:5][C:6]=1[Cl:7].[O:22]([CH:29](O)[CH3:30])[C:23]1[CH:28]=[CH:27][CH:26]=[CH:25][CH:24]=1. (2) Given the product [O:21]=[C:15]1[CH:14]([N:7]2[CH2:6][C:5]3[C:9](=[CH:10][CH:11]=[CH:12][C:4]=3[CH2:3][NH:2][C:38]([NH:37][C:33]3[CH:34]=[CH:35][CH:36]=[C:31]([O:30][CH3:29])[CH:32]=3)=[O:39])[C:8]2=[O:13])[CH2:19][CH2:18][C:17](=[O:20])[NH:16]1, predict the reactants needed to synthesize it. The reactants are: Cl.[NH2:2][CH2:3][C:4]1[CH:12]=[CH:11][CH:10]=[C:9]2[C:5]=1[CH2:6][N:7]([CH:14]1[CH2:19][CH2:18][C:17](=[O:20])[NH:16][C:15]1=[O:21])[C:8]2=[O:13].C(N(CC)CC)C.[CH3:29][O:30][C:31]1[CH:32]=[C:33]([N:37]=[C:38]=[O:39])[CH:34]=[CH:35][CH:36]=1. (3) The reactants are: N#N.II.Br[C:6]1[CH:11]=[CH:10][CH:9]=[CH:8][C:7]=1[CH2:12][CH3:13].[O:14]1[CH2:16][CH2:15]1. Given the product [CH2:12]([C:7]1[CH:8]=[CH:9][CH:10]=[CH:11][C:6]=1[CH2:16][CH2:15][OH:14])[CH3:13], predict the reactants needed to synthesize it. (4) The reactants are: Br[C:2]1[CH:3]=[C:4]([C:8]2[CH:13]=[CH:12][CH:11]=[CH:10][CH:9]=2)[CH:5]=[CH:6][CH:7]=1.C([Li])CCC.[Cu]C#N.[CH3:22][C:23]1[CH2:28][CH:27]([CH3:29])[CH2:26][C:25](=[O:30])[C:24]=1[C:31]([O:33][CH3:34])=[O:32].[Cl-].[NH4+].[OH-].[NH4+]. Given the product [C:8]1([C:4]2[CH:3]=[C:2]([C:23]3([CH3:22])[CH2:28][CH:27]([CH3:29])[CH2:26][C:25](=[O:30])[CH:24]3[C:31]([O:33][CH3:34])=[O:32])[CH:7]=[CH:6][CH:5]=2)[CH:9]=[CH:10][CH:11]=[CH:12][CH:13]=1, predict the reactants needed to synthesize it.